This data is from Full USPTO retrosynthesis dataset with 1.9M reactions from patents (1976-2016). The task is: Predict the reactants needed to synthesize the given product. (1) The reactants are: [C:1]([C:5]1[CH:10]=[CH:9][CH:8]=[CH:7][CH:6]=1)(=[O:4])[CH2:2][CH3:3].C(=O)([O-])[O-].[Na+].[Na+]. Given the product [C:5]1([CH:1]([OH:4])[CH2:2][CH3:3])[CH:10]=[CH:9][CH:8]=[CH:7][CH:6]=1, predict the reactants needed to synthesize it. (2) Given the product [F:10][C:11]1[CH:16]=[CH:15][C:14]([C:2]2[CH:9]=[CH:8][C:5]([CH:6]=[O:7])=[CH:4][CH:3]=2)=[CH:13][CH:12]=1, predict the reactants needed to synthesize it. The reactants are: Br[C:2]1[CH:9]=[CH:8][C:5]([CH:6]=[O:7])=[CH:4][CH:3]=1.[F:10][C:11]1[CH:16]=[CH:15][C:14](B(O)O)=[CH:13][CH:12]=1.C(=O)([O-])[O-].[Na+].[Na+].C1(C)C=CC=CC=1. (3) The reactants are: Br[CH:2]1[C:10]2([CH2:15][CH2:14][N:13]([C:16]([O:18][CH2:19][C:20]3[CH:25]=[CH:24][CH:23]=[CH:22][CH:21]=3)=[O:17])[CH2:12][CH2:11]2)[CH2:9][C:8]2[C:4](=[N:5][N:6]([C:26]([CH3:29])([CH3:28])[CH3:27])[CH:7]=2)[CH:3]1[O:30]C.CC(C)([O-])C.[K+].Cl. Given the product [C:26]([N:6]1[CH:7]=[C:8]2[C:4]([C:3](=[O:30])[CH2:2][C:10]3([CH2:9]2)[CH2:15][CH2:14][N:13]([C:16]([O:18][CH2:19][C:20]2[CH:25]=[CH:24][CH:23]=[CH:22][CH:21]=2)=[O:17])[CH2:12][CH2:11]3)=[N:5]1)([CH3:29])([CH3:27])[CH3:28], predict the reactants needed to synthesize it. (4) Given the product [ClH:44].[NH2:4][CH2:3][C:2]([N:12]1[CH2:13][CH2:14][C:15]2([CH2:26][C:25]3[C:20](=[N:21][CH:22]=[C:23](/[CH:27]=[CH:28]/[C:29](=[O:42])[N:30]4[CH2:35][CH2:34][C:33]([CH2:36][C:37]5[S:38][CH:39]=[CH:40][N:41]=5)=[CH:32][CH2:31]4)[CH:24]=3)[NH:19][C:18]2=[O:43])[CH2:16][CH2:17]1)=[O:1], predict the reactants needed to synthesize it. The reactants are: [O:1]=[C:2]([N:12]1[CH2:17][CH2:16][C:15]2([CH2:26][C:25]3[C:20](=[N:21][CH:22]=[C:23](/[CH:27]=[CH:28]/[C:29](=[O:42])[N:30]4[CH2:35][CH2:34][C:33]([CH2:36][C:37]5[S:38][CH:39]=[CH:40][N:41]=5)=[CH:32][CH2:31]4)[CH:24]=3)[NH:19][C:18]2=[O:43])[CH2:14][CH2:13]1)[CH2:3][NH:4]C(=O)OC(C)(C)C.[ClH:44]. (5) Given the product [Cl:1][C:2]1[CH:3]=[CH:4][C:5]2[N:11]([CH2:12][C:13]3[CH:18]=[CH:17][C:16]([O:19][CH3:20])=[CH:15][C:14]=3[O:21][CH3:22])[C:10](=[O:23])[C@@H:9]([CH2:24][C:25]([OH:27])=[O:26])[O:8][C@H:7]([C:30]3[CH:35]=[CH:34][CH:33]=[C:32]([O:36][CH3:37])[C:31]=3[O:38][CH3:39])[C:6]=2[CH:40]=1, predict the reactants needed to synthesize it. The reactants are: [Cl:1][C:2]1[CH:3]=[CH:4][C:5]2[N:11]([CH2:12][C:13]3[CH:18]=[CH:17][C:16]([O:19][CH3:20])=[CH:15][C:14]=3[O:21][CH3:22])[C:10](=[O:23])[C@@H:9]([CH2:24][C:25]([O:27]CC)=[O:26])[O:8][C@H:7]([C:30]3[CH:35]=[CH:34][CH:33]=[C:32]([O:36][CH3:37])[C:31]=3[O:38][CH3:39])[C:6]=2[CH:40]=1.O.[OH-].[Li+].Cl.